Dataset: Catalyst prediction with 721,799 reactions and 888 catalyst types from USPTO. Task: Predict which catalyst facilitates the given reaction. (1) Reactant: [CH:1]1([NH:7][C:8]([C:10]2[C:18]3[C:13](=[N:14][CH:15]=[C:16]([O:19][C:20]4[CH:25]=[CH:24][CH:23]=[CH:22][CH:21]=4)[N:17]=3)[N:12](COCC[Si](C)(C)C)[CH:11]=2)=[O:9])[CH2:6][CH2:5][CH2:4][CH2:3][CH2:2]1.FC(F)(F)C(O)=O. Product: [CH:1]1([NH:7][C:8]([C:10]2[C:18]3[C:13](=[N:14][CH:15]=[C:16]([O:19][C:20]4[CH:21]=[CH:22][CH:23]=[CH:24][CH:25]=4)[N:17]=3)[NH:12][CH:11]=2)=[O:9])[CH2:6][CH2:5][CH2:4][CH2:3][CH2:2]1. The catalyst class is: 4. (2) Reactant: [CH3:1]C([O-])(C)C.[K+].[F:7][C:8]([F:24])([F:23])[C:9]1[CH:10]=[C:11]([CH:16]=[C:17]([C:19]([F:22])([F:21])[F:20])[CH:18]=1)[CH:12]=[CH:13][C:14]#[N:15].CC1C=CC(S([CH2:35][N+:36]#[C-])(=O)=O)=CC=1. Product: [F:7][C:8]([F:23])([F:24])[C:9]1[CH:10]=[C:11]([C:12]2[C:13]([C:35]#[N:36])=[CH:14][NH:15][CH:1]=2)[CH:16]=[C:17]([C:19]([F:21])([F:22])[F:20])[CH:18]=1. The catalyst class is: 1.